From a dataset of Full USPTO retrosynthesis dataset with 1.9M reactions from patents (1976-2016). Predict the reactants needed to synthesize the given product. (1) Given the product [Cl:1][C:2]1[CH:3]=[C:4]([CH:10]([CH3:15])[C:11]([OH:13])=[O:12])[CH:5]=[CH:6][C:7]=1[S:8][CH3:9], predict the reactants needed to synthesize it. The reactants are: [Cl:1][C:2]1[CH:3]=[C:4]([CH2:10][C:11]([OH:13])=[O:12])[CH:5]=[CH:6][C:7]=1[S:8][CH3:9].[Li+].[CH3:15]C([N-]C(C)C)C.CCCCCC.CN(CCN(C)C)C.CI.[NH4+].[Cl-]. (2) Given the product [C:32]([C:23]1[CH:22]=[C:21]([C:20]([F:19])([F:39])[F:38])[CH:26]=[CH:25][C:24]=1[CH2:27][C:28]([O:30][CH3:31])=[O:29])#[CH:33], predict the reactants needed to synthesize it. The reactants are: CCCC[N+](CCCC)(CCCC)CCCC.[F-].[F:19][C:20]([F:39])([F:38])[C:21]1[CH:26]=[CH:25][C:24]([CH2:27][C:28]([O:30][CH3:31])=[O:29])=[C:23]([C:32]#[C:33][Si](C)(C)C)[CH:22]=1. (3) The reactants are: [Cl:1][C:2]1[CH:3]=[CH:4][C:5]2[N:11]3[CH:12]=[CH:13][CH:14]=[C:10]3[C@@H:9]([CH2:15][CH2:16][C:17]([N:19]3[CH2:24][CH2:23][CH:22]([O:25][CH2:26][CH2:27][C:28]([O:30]C)=[O:29])[CH2:21][CH2:20]3)=[O:18])[O:8][C@H:7]([C:32]3[CH:37]=[CH:36][CH:35]=[C:34]([O:38][CH3:39])[C:33]=3[O:40][CH3:41])[C:6]=2[CH:42]=1. Given the product [Cl:1][C:2]1[CH:3]=[CH:4][C:5]2[N:11]3[CH:12]=[CH:13][CH:14]=[C:10]3[C@@H:9]([CH2:15][CH2:16][C:17]([N:19]3[CH2:24][CH2:23][CH:22]([O:25][CH2:26][CH2:27][C:28]([OH:30])=[O:29])[CH2:21][CH2:20]3)=[O:18])[O:8][C@H:7]([C:32]3[CH:37]=[CH:36][CH:35]=[C:34]([O:38][CH3:39])[C:33]=3[O:40][CH3:41])[C:6]=2[CH:42]=1, predict the reactants needed to synthesize it.